Task: Predict the reaction yield, written as a fraction of the theoretical maximum amount of product (1.0 means a 100% yield; for example, 0.34 means a 34% yield).. Dataset: Reaction yield outcomes from USPTO patents with 853,638 reactions (1) The reactants are [O:1]1[CH2:6][CH2:5][N:4]([C:7]2[N:12]=[C:11]([N:13]3[CH2:18][CH2:17][O:16][CH2:15][CH2:14]3)[N:10]=[C:9]([C:19]3[CH:26]=[CH:25][C:22]([C:23]#[N:24])=[CH:21][CH:20]=3)[N:8]=2)[CH2:3][CH2:2]1.[N-:27]=[N+:28]=[N-:29].[Na+].Cl.C(N(CC)CC)C. The catalyst is CN(C=O)C. The product is [N:4]1([C:7]2[N:12]=[C:11]([N:13]3[CH2:14][CH2:15][O:16][CH2:17][CH2:18]3)[N:10]=[C:9]([C:19]3[CH:20]=[CH:21][C:22]([C:23]4[N:27]=[N:28][NH:29][N:24]=4)=[CH:25][CH:26]=3)[N:8]=2)[CH2:5][CH2:6][O:1][CH2:2][CH2:3]1. The yield is 0.970. (2) The reactants are [Cl:1][C:2]1[CH:7]=[CH:6][C:5]([CH2:8][CH2:9][S:10]([NH:13][C:14]2[CH:22]=[CH:21][C:17]([C:18]([OH:20])=[O:19])=[CH:16][C:15]=2[S:23](=[O:26])(=[O:25])[NH2:24])(=[O:12])=[O:11])=[C:4]([O:27][CH3:28])[CH:3]=1.[CH3:29]O. The catalyst is S(Cl)(Cl)=O. The product is [CH3:29][O:19][C:18](=[O:20])[C:17]1[CH:21]=[CH:22][C:14]([NH:13][S:10]([CH2:9][CH2:8][C:5]2[CH:6]=[CH:7][C:2]([Cl:1])=[CH:3][C:4]=2[O:27][CH3:28])(=[O:12])=[O:11])=[C:15]([S:23](=[O:25])(=[O:26])[NH2:24])[CH:16]=1. The yield is 0.970.